Dataset: Full USPTO retrosynthesis dataset with 1.9M reactions from patents (1976-2016). Task: Predict the reactants needed to synthesize the given product. (1) Given the product [CH2:21]([O:1][C:2]1([C:15]([O:17][CH3:18])=[O:16])[CH2:3][CH2:4][N:5]([C:8]([O:10][C:11]([CH3:12])([CH3:13])[CH3:14])=[O:9])[CH2:6][CH2:7]1)[C:22]1[CH:27]=[CH:26][CH:25]=[CH:24][CH:23]=1, predict the reactants needed to synthesize it. The reactants are: [OH:1][C:2]1([C:15]([O:17][CH3:18])=[O:16])[CH2:7][CH2:6][N:5]([C:8]([O:10][C:11]([CH3:14])([CH3:13])[CH3:12])=[O:9])[CH2:4][CH2:3]1.[H-].[Na+].[CH2:21](Br)[C:22]1[CH:27]=[CH:26][CH:25]=[CH:24][CH:23]=1.C(OCC)(=O)C. (2) Given the product [O:1]1[CH2:6][CH2:5][CH2:4][CH2:3][CH:2]1[N:7]1[C:15]2[C:10](=[CH:11][C:12]([C:16]3[N:20]=[CH:19][N:18]([C:21]([C:28]4[CH:33]=[CH:32][CH:31]=[CH:30][CH:29]=4)([C:22]4[CH:27]=[CH:26][CH:25]=[CH:24][CH:23]=4)[C:34]4[CH:35]=[CH:36][CH:37]=[CH:38][CH:39]=4)[N:17]=3)=[CH:13][CH:14]=2)[C:9]([C:40]2[CH:41]=[C:42]([NH:46][C:53]([C:48]3[CH:49]=[CH:50][CH:51]=[CH:52][N:47]=3)=[O:54])[CH:43]=[CH:44][CH:45]=2)=[N:8]1, predict the reactants needed to synthesize it. The reactants are: [O:1]1[CH2:6][CH2:5][CH2:4][CH2:3][CH:2]1[N:7]1[C:15]2[C:10](=[CH:11][C:12]([C:16]3[N:20]=[CH:19][N:18]([C:21]([C:34]4[CH:39]=[CH:38][CH:37]=[CH:36][CH:35]=4)([C:28]4[CH:33]=[CH:32][CH:31]=[CH:30][CH:29]=4)[C:22]4[CH:27]=[CH:26][CH:25]=[CH:24][CH:23]=4)[N:17]=3)=[CH:13][CH:14]=2)[C:9]([C:40]2[CH:41]=[C:42]([NH2:46])[CH:43]=[CH:44][CH:45]=2)=[N:8]1.[N:47]1[CH:52]=[CH:51][CH:50]=[CH:49][C:48]=1[C:53](Cl)=[O:54].C(N(CC)CC)C. (3) Given the product [Cl:12][C:13]1[CH:18]=[CH:17][CH:16]=[CH:15][C:14]=1[CH:19]1[C:28]2[C:23](=[CH:24][C:25]([O:31][CH3:32])=[C:26]([O:29][CH3:30])[CH:27]=2)[CH2:22][CH2:21][N:20]1[C:2]1[N:10]=[C:9]([NH2:11])[N:8]=[C:7]2[C:3]=1[N:4]=[CH:5][NH:6]2, predict the reactants needed to synthesize it. The reactants are: Cl[C:2]1[N:10]=[C:9]([NH2:11])[N:8]=[C:7]2[C:3]=1[N:4]=[CH:5][NH:6]2.[Cl:12][C:13]1[CH:18]=[CH:17][CH:16]=[CH:15][C:14]=1[CH:19]1[C:28]2[C:23](=[CH:24][C:25]([O:31][CH3:32])=[C:26]([O:29][CH3:30])[CH:27]=2)[CH2:22][CH2:21][NH:20]1.C(N(CC)C(C)C)(C)C.C(OCC)(=O)C. (4) Given the product [F:1][C:2]1[C:3]([N+:10]([O-:12])=[O:11])=[C:4]([NH:14][CH3:13])[CH:5]=[C:6]([F:8])[CH:7]=1, predict the reactants needed to synthesize it. The reactants are: [F:1][C:2]1[CH:7]=[C:6]([F:8])[CH:5]=[C:4](F)[C:3]=1[N+:10]([O-:12])=[O:11].[CH3:13][NH2:14].O. (5) Given the product [CH2:1]([O:8][C:9]1[CH:19]=[CH:18][C:12]2[CH:13]=[C:14]([CH2:16][OH:17])[S:15][C:11]=2[CH:10]=1)[C:2]1[CH:3]=[CH:4][CH:5]=[CH:6][CH:7]=1, predict the reactants needed to synthesize it. The reactants are: [CH2:1]([O:8][C:9]1[CH:19]=[CH:18][C:12]2[CH:13]=[C:14]([CH:16]=[O:17])[S:15][C:11]=2[CH:10]=1)[C:2]1[CH:7]=[CH:6][CH:5]=[CH:4][CH:3]=1.[H-].[H-].[H-].[H-].[Li+].[Al+3]. (6) Given the product [CH:1]1([N:4]2[CH2:5][CH2:6][N:7]([CH2:10][C:11]([NH:13][C:14]3[S:15][C:16]4[CH:22]=[C:21]([S:23][C:24]5[N:46]6[N:47]=[C:48]([O:51][CH:52]7[CH2:56][CH2:55][O:54][CH2:53]7)[CH:49]=[CH:50][C:45]6=[N:44][N:25]=5)[C:20]([F:26])=[CH:19][C:17]=4[N:18]=3)=[O:12])[CH2:8][CH2:9]2)[CH2:3][CH2:2]1, predict the reactants needed to synthesize it. The reactants are: [CH:1]1([N:4]2[CH2:9][CH2:8][N:7]([CH2:10][C:11]([NH:13][C:14]3[S:15][C:16]4[CH:22]=[C:21]([S:23][C:24]#[N:25])[C:20]([F:26])=[CH:19][C:17]=4[N:18]=3)=[O:12])[CH2:6][CH2:5]2)[CH2:3][CH2:2]1.P([O-])(O)(O)=O.[K+].SCC(C(CS)O)O.ClC1[N:46]2[N:47]=[C:48]([O:51][CH:52]3[CH2:56][CH2:55][O:54][CH2:53]3)[CH:49]=[CH:50][C:45]2=[N:44]N=1. (7) Given the product [Cl:34][C:4]1[CH:3]=[C:2]([C:43]2[O:44][C:45]([CH3:48])=[CH:46][CH:47]=2)[CH:7]=[CH:6][C:5]=1[S:8]([NH:11][C:12]1[CH:13]=[C:14]([NH:20][C:21](=[O:33])[C@@H:22]([N:24]([CH3:32])[C:25](=[O:31])[O:26][C:27]([CH3:30])([CH3:29])[CH3:28])[CH3:23])[CH:15]=[CH:16][C:17]=1[O:18][CH3:19])(=[O:10])=[O:9], predict the reactants needed to synthesize it. The reactants are: Br[C:2]1[CH:7]=[CH:6][C:5]([S:8]([NH:11][C:12]2[CH:13]=[C:14]([NH:20][C:21](=[O:33])[C@@H:22]([N:24]([CH3:32])[C:25](=[O:31])[O:26][C:27]([CH3:30])([CH3:29])[CH3:28])[CH3:23])[CH:15]=[CH:16][C:17]=2[O:18][CH3:19])(=[O:10])=[O:9])=[C:4]([Cl:34])[CH:3]=1.CC1(C)C(C)(C)OB([C:43]2[O:44][C:45]([CH3:48])=[CH:46][CH:47]=2)O1.C(=O)([O-])[O-].[Na+].[Na+].O.